From a dataset of Reaction yield outcomes from USPTO patents with 853,638 reactions. Predict the reaction yield, written as a fraction of the theoretical maximum amount of product (1.0 means a 100% yield; for example, 0.34 means a 34% yield). (1) The reactants are [CH3:1][S:2][C:3]1[N:8]=[C:7]([S:9][CH3:10])[C:6]2=[N:11][CH:12]=[CH:13][N:5]2[N:4]=1.[Br:14]N1C(=O)CCC1=O. The catalyst is CN(C=O)C.O. The product is [Br:14][C:13]1[N:5]2[C:6]([C:7]([S:9][CH3:10])=[N:8][C:3]([S:2][CH3:1])=[N:4]2)=[N:11][CH:12]=1. The yield is 0.638. (2) The reactants are [NH2:1][C@H:2]1[CH2:6][CH2:5][N:4]([CH:7]2[CH2:12][CH2:11][N:10]([C:13]3[N:18]=[CH:17][C:16]([CH2:19][CH3:20])=[CH:15][N:14]=3)[CH2:9][CH2:8]2)[C:3]1=[O:21].C1(P(C2C=CC=CC=2)C2C=CC3C(=CC=CC=3)C=2C2C3C(=CC=CC=3)C=CC=2P(C2C=CC=CC=2)C2C=CC=CC=2)C=CC=CC=1.FC(F)(F)S(O[C:74]1[CH:83]=[C:82]2[C:77]([C:78](=[O:84])[CH2:79][CH2:80][O:81]2)=[CH:76][C:75]=1[Cl:85])(=O)=O.C([O-])([O-])=O.[Cs+].[Cs+]. The catalyst is C1(C)C=CC=CC=1.C1C=CC(/C=C/C(/C=C/C2C=CC=CC=2)=O)=CC=1.C1C=CC(/C=C/C(/C=C/C2C=CC=CC=2)=O)=CC=1.C1C=CC(/C=C/C(/C=C/C2C=CC=CC=2)=O)=CC=1.[Pd].[Pd]. The product is [Cl:85][C:75]1[CH:76]=[C:77]2[C:82](=[CH:83][C:74]=1[NH:1][C@H:2]1[CH2:6][CH2:5][N:4]([CH:7]3[CH2:12][CH2:11][N:10]([C:13]4[N:18]=[CH:17][C:16]([CH2:19][CH3:20])=[CH:15][N:14]=4)[CH2:9][CH2:8]3)[C:3]1=[O:21])[O:81][CH2:80][CH2:79][C:78]2=[O:84]. The yield is 0.0500. (3) The reactants are Cl.Cl.[CH:3]([N:6]([C:8]([C:10]1[N:19]=[C:18]2[N:12]([CH2:13][CH2:14][O:15][C:16]3[CH:23]=[C:22]([Br:24])[CH:21]=[CH:20][C:17]=32)[CH:11]=1)=[O:9])[NH2:7])([CH3:5])[CH3:4].[CH3:25][O:26][CH2:27][C:28](Cl)=[O:29]. The catalyst is C(Cl)Cl. The product is [CH:3]([N:6]([C:8]([C:10]1[N:19]=[C:18]2[N:12]([CH2:13][CH2:14][O:15][C:16]3[CH:23]=[C:22]([Br:24])[CH:21]=[CH:20][C:17]=32)[CH:11]=1)=[O:9])[NH:7][C:28](=[O:29])[CH2:27][O:26][CH3:25])([CH3:5])[CH3:4]. The yield is 0.860. (4) The reactants are [F:1][C:2]1[CH:9]=[CH:8][C:5]([C:6]#[N:7])=[CH:4][C:3]=1[C:10]([C:12]1[CH:21]=[CH:20][C:19]2[C:14](=[CH:15][CH:16]=[C:17]([OH:22])[CH:18]=2)[CH:13]=1)=[O:11].[OH-].[Na+].Cl.Cl[CH2:27][CH2:28][N:29]1[CH2:33][CH2:32][CH2:31][CH2:30]1. The catalyst is O1CCOCC1.[Br-].C([N+](CC)(CC)CC)C. The product is [F:1][C:2]1[CH:9]=[CH:8][C:5]([C:6]#[N:7])=[CH:4][C:3]=1[C:10]([C:12]1[CH:21]=[CH:20][C:19]2[C:14](=[CH:15][CH:16]=[C:17]([O:22][CH2:27][CH2:28][N:29]3[CH2:33][CH2:32][CH2:31][CH2:30]3)[CH:18]=2)[CH:13]=1)=[O:11]. The yield is 0.870. (5) The yield is 0.980. The product is [Cl:15][C:16]1[CH:17]=[CH:18][C:19]([C:22]2[CH:29]=[CH:28][C:27]([O:30][CH3:31])=[CH:26][C:23]=2[CH2:24][O:8][C:5]2[CH:6]=[CH:7][C:2]([I:1])=[CH:3][CH:4]=2)=[CH:20][CH:21]=1. The reactants are [I:1][C:2]1[CH:7]=[CH:6][C:5]([OH:8])=[CH:4][CH:3]=1.C(=O)([O-])[O-].[K+].[K+].[Cl:15][C:16]1[CH:21]=[CH:20][C:19]([C:22]2[CH:29]=[CH:28][C:27]([O:30][CH3:31])=[CH:26][C:23]=2[CH2:24]Cl)=[CH:18][CH:17]=1. The catalyst is CC(C)=O. (6) The reactants are C([N:5]1[CH2:9][CH2:8][CH2:7][C:6]1=O)=CCC.C(OC)(=O)[C:12]1[CH:17]=[CH:16][CH:15]=[N:14][CH:13]=1. The catalyst is CN(C=O)C. The product is [CH:16]1[CH:15]=[N:14][CH:13]=[C:12]([C:6]2[CH2:7][CH2:8][CH2:9][N:5]=2)[CH:17]=1. The yield is 0.772. (7) The reactants are [O:1]=[C:2]1[C:7]2[CH:8]=[CH:9][CH:10]=[CH:11][C:6]=2[S:5][C:4]([C:12]2[N:17]=[C:16]([S:18][CH2:19][C:20]([NH2:22])=[O:21])[CH:15]=[CH:14][CH:13]=2)=[N:3]1.ClC1C=CC=C(C(OO)=[O:31])C=1. The catalyst is C(Cl)(Cl)Cl. The product is [O:1]=[C:2]1[C:7]2[CH:8]=[CH:9][CH:10]=[CH:11][C:6]=2[S:5][C:4]([C:12]2[N:17]=[C:16]([S:18]([CH2:19][C:20]([NH2:22])=[O:21])=[O:31])[CH:15]=[CH:14][CH:13]=2)=[N:3]1. The yield is 0.570.